Dataset: Catalyst prediction with 721,799 reactions and 888 catalyst types from USPTO. Task: Predict which catalyst facilitates the given reaction. (1) Reactant: C([O:5][C:6](=[O:38])[CH:7]([CH2:15][CH2:16][CH2:17][CH2:18][CH2:19][CH2:20][CH2:21][CH2:22][CH2:23][CH2:24][CH2:25][CH2:26][N:27]1[C:31](=[O:32])[C:30]2=[CH:33][CH:34]=[CH:35][CH:36]=[C:29]2[C:28]1=[O:37])[C:8]([O:10]C(C)(C)C)=[O:9])(C)(C)C.FC(F)(F)C(O)=O. Product: [C:28]1(=[O:37])[N:27]([CH2:26][CH2:25][CH2:24][CH2:23][CH2:22][CH2:21][CH2:20][CH2:19][CH2:18][CH2:17][CH2:16][CH2:15][CH:7]([C:6]([OH:38])=[O:5])[C:8]([OH:10])=[O:9])[C:31](=[O:32])[C:30]2=[CH:33][CH:34]=[CH:35][CH:36]=[C:29]12. The catalyst class is: 4. (2) Reactant: [F:1][C:2]([F:27])([F:26])[C:3]1[CH:4]=[C:5]([NH:9][C:10](=[O:25])[CH2:11][C:12]([NH:14][C:15]2[CH:20]=[CH:19][CH:18]=[C:17]([C:21]([F:24])([F:23])[F:22])[CH:16]=2)=[O:13])[CH:6]=[CH:7][CH:8]=1.[CH:28]([C:31]1[CH:38]=[CH:37][C:34]([CH:35]=O)=[CH:33][CH:32]=1)([CH3:30])[CH3:29].N1CCCCC1.C(O)(=O)C. Product: [F:1][C:2]([F:26])([F:27])[C:3]1[CH:4]=[C:5]([NH:9][C:10](=[O:25])[C:11](=[CH:35][C:34]2[CH:37]=[CH:38][C:31]([CH:28]([CH3:30])[CH3:29])=[CH:32][CH:33]=2)[C:12]([NH:14][C:15]2[CH:20]=[CH:19][CH:18]=[C:17]([C:21]([F:24])([F:23])[F:22])[CH:16]=2)=[O:13])[CH:6]=[CH:7][CH:8]=1. The catalyst class is: 1.